From a dataset of Peptide-MHC class II binding affinity with 134,281 pairs from IEDB. Regression. Given a peptide amino acid sequence and an MHC pseudo amino acid sequence, predict their binding affinity value. This is MHC class II binding data. (1) The peptide sequence is EEGVPSHIMSVLDMG. The MHC is DRB1_0101 with pseudo-sequence DRB1_0101. The binding affinity (normalized) is 0.353. (2) The peptide sequence is DEPMVQVEAGKVNHS. The MHC is HLA-DQA10101-DQB10501 with pseudo-sequence HLA-DQA10101-DQB10501. The binding affinity (normalized) is 0.0279.